This data is from CYP1A2 inhibition data for predicting drug metabolism from PubChem BioAssay. The task is: Regression/Classification. Given a drug SMILES string, predict its absorption, distribution, metabolism, or excretion properties. Task type varies by dataset: regression for continuous measurements (e.g., permeability, clearance, half-life) or binary classification for categorical outcomes (e.g., BBB penetration, CYP inhibition). Dataset: cyp1a2_veith. (1) The drug is CCC[C@@](C)(COC(N)=O)COC(=O)NC(C)C. The result is 0 (non-inhibitor). (2) The drug is COc1cccc(Cn2c(=O)c(-c3cc(F)cc(F)c3)nc3cnc(N4CCN(C)CC4)nc32)c1. The result is 0 (non-inhibitor). (3) The compound is CN1CCN(CC(=O)Nc2cccc3ccccc23)CC1. The result is 0 (non-inhibitor). (4) The molecule is COCc1nnc(NC(=O)CSc2ccc(C)cc2)s1. The result is 1 (inhibitor). (5) The result is 0 (non-inhibitor). The drug is COC(=O)c1ccc(Cl)c(NC(=O)c2ccc(-c3ccccc3)cc2)c1.